From a dataset of Catalyst prediction with 721,799 reactions and 888 catalyst types from USPTO. Predict which catalyst facilitates the given reaction. (1) Reactant: [N:1]1[C:10]2[NH:9][CH2:8][CH2:7][CH2:6][C:5]=2[CH:4]=[CH:3][C:2]=1[CH2:11][CH2:12][OH:13].C1C=CC(P(C2C=CC=CC=2)C2C=CC=CC=2)=CC=1.[Cl:33][C:34]1([Cl:50])[CH:36]([C:37]2[CH:42]=[CH:41][C:40](O)=[CH:39][CH:38]=2)[CH:35]1[CH2:44][C:45]([O:47]CC)=[O:46].N(C(OC(C)C)=O)=NC(OC(C)C)=O.C(O)(C(F)(F)F)=O. Product: [Cl:33][C:34]1([Cl:50])[CH:36]([C:37]2[CH:42]=[CH:41][C:40]([O:13][CH2:12][CH2:11][C:2]3[CH:3]=[CH:4][C:5]4[CH2:6][CH2:7][CH2:8][NH:9][C:10]=4[N:1]=3)=[CH:39][CH:38]=2)[CH:35]1[CH2:44][C:45]([OH:47])=[O:46]. The catalyst class is: 1. (2) Reactant: [N+:1]([C:4]1[CH:5]=[C:6]2[N:12]=[C:11]([C:13]3[CH:18]=[CH:17][CH:16]=[CH:15][CH:14]=3)[NH:10][C:7]2=[N:8][CH:9]=1)([O-])=O. Product: [C:13]1([C:11]2[NH:10][C:7]3=[N:8][CH:9]=[C:4]([NH2:1])[CH:5]=[C:6]3[N:12]=2)[CH:14]=[CH:15][CH:16]=[CH:17][CH:18]=1. The catalyst class is: 180. (3) Reactant: [CH3:1][O:2][C:3]1[CH:8]=[CH:7][C:6]([N:9]2[CH2:14][CH2:13][CH:12]([N:15]3[CH2:19][CH2:18][C@@H:17]([NH2:20])[CH2:16]3)[CH2:11][CH2:10]2)=[CH:5][CH:4]=1.[C:21]([O:25][C:26]([NH:28][CH2:29][C:30](O)=[O:31])=[O:27])([CH3:24])([CH3:23])[CH3:22].C(Cl)CCl.O. Product: [CH3:1][O:2][C:3]1[CH:8]=[CH:7][C:6]([N:9]2[CH2:14][CH2:13][CH:12]([N:15]3[CH2:19][CH2:18][C@@H:17]([NH:20][C:30](=[O:31])[CH2:29][NH:28][C:26](=[O:27])[O:25][C:21]([CH3:22])([CH3:23])[CH3:24])[CH2:16]3)[CH2:11][CH2:10]2)=[CH:5][CH:4]=1. The catalyst class is: 298. (4) Reactant: [Cl:1][C:2]1[CH:3]=[CH:4][C:5]2[N:6]([N:8]=[C:9]([CH:11]=[CH:12][C:13]3[N:17]([CH3:18])[N:16]=[C:15]([N:19]4[CH2:23][CH2:22][CH2:21][CH2:20]4)[N:14]=3)[N:10]=2)[CH:7]=1. Product: [Cl:1][C:2]1[CH:3]=[CH:4][C:5]2[N:6]([N:8]=[C:9]([CH2:11][CH2:12][C:13]3[N:17]([CH3:18])[N:16]=[C:15]([N:19]4[CH2:23][CH2:22][CH2:21][CH2:20]4)[N:14]=3)[N:10]=2)[CH:7]=1. The catalyst class is: 99. (5) Reactant: [F:1][C:2]1[CH:7]=[CH:6][C:5]([C:8]2[N:9]=[N:10][C:11]([N:16]3[CH2:21][CH2:20][NH:19][C@H:18]([CH3:22])[CH2:17]3)=[C:12]([CH3:15])[C:13]=2[CH3:14])=[CH:4][CH:3]=1.[CH3:23][O:24][C:25]([C:27]1[CH:32]=[N:31][C:30](Cl)=[CH:29][N:28]=1)=[O:26].C(N(C(C)C)CC)(C)C. Product: [CH3:23][O:24][C:25]([C:27]1[N:28]=[CH:29][C:30]([N:19]2[CH2:20][CH2:21][N:16]([C:11]3[N:10]=[N:9][C:8]([C:5]4[CH:4]=[CH:3][C:2]([F:1])=[CH:7][CH:6]=4)=[C:13]([CH3:14])[C:12]=3[CH3:15])[CH2:17][C@H:18]2[CH3:22])=[N:31][CH:32]=1)=[O:26]. The catalyst class is: 12. (6) Reactant: [C:1]([C:5]1[CH:9]=[C:8]([NH:10][C:11](=[O:41])[NH:12][C:13]2[C:22]3[C:17](=[CH:18][CH:19]=[CH:20][CH:21]=3)[C:16]([O:23][CH:24]([CH3:40])[CH2:25][C:26]3[CH:31]=[CH:30][N:29]=[C:28]([NH:32]C(=O)OC(C)(C)C)[CH:27]=3)=[CH:15][CH:14]=2)[N:7]([C:42]2[CH:47]=[CH:46][C:45]([CH3:48])=[CH:44][CH:43]=2)[N:6]=1)([CH3:4])([CH3:3])[CH3:2].C(O)(C(F)(F)F)=O. Product: [NH2:32][C:28]1[CH:27]=[C:26]([CH2:25][CH:24]([O:23][C:16]2[C:17]3[C:22](=[CH:21][CH:20]=[CH:19][CH:18]=3)[C:13]([NH:12][C:11]([NH:10][C:8]3[N:7]([C:42]4[CH:47]=[CH:46][C:45]([CH3:48])=[CH:44][CH:43]=4)[N:6]=[C:5]([C:1]([CH3:2])([CH3:4])[CH3:3])[CH:9]=3)=[O:41])=[CH:14][CH:15]=2)[CH3:40])[CH:31]=[CH:30][N:29]=1. The catalyst class is: 2. (7) Reactant: [Cl:1][C:2]1[CH:3]=[C:4]([O:24][CH3:25])[C:5]([O:22][CH3:23])=[C:6]([CH:8]([NH:10][C:11]2[CH:16]=[C:15](F)[CH:14]=[CH:13][C:12]=2[S:18]([CH3:21])(=[O:20])=[O:19])[CH3:9])[CH:7]=1.[NH:26]1[CH2:30][CH2:29][CH:28]([NH2:31])[CH2:27]1.C(N(CC)C(C)C)(C)C. Product: [Cl:1][C:2]1[CH:3]=[C:4]([O:24][CH3:25])[C:5]([O:22][CH3:23])=[C:6]([CH:8]([NH:10][C:11]2[CH:16]=[C:15]([N:26]3[CH2:30][CH2:29][C@@H:28]([NH2:31])[CH2:27]3)[CH:14]=[CH:13][C:12]=2[S:18]([CH3:21])(=[O:20])=[O:19])[CH3:9])[CH:7]=1. The catalyst class is: 10.